Dataset: Reaction yield outcomes from USPTO patents with 853,638 reactions. Task: Predict the reaction yield, written as a fraction of the theoretical maximum amount of product (1.0 means a 100% yield; for example, 0.34 means a 34% yield). (1) The reactants are [OH:1][C:2]1[CH:7]=[CH:6][C:5]([CH:8]2[CH2:10][CH:9]2[C:11]([O:13][CH3:14])=[O:12])=[CH:4][CH:3]=1.C(=O)([O-])[O-].[K+].[K+].[CH2:21](Br)[C:22]#[CH:23]. The catalyst is CN(C)C=O. The product is [CH2:23]([O:1][C:2]1[CH:3]=[CH:4][C:5]([CH:8]2[CH2:10][CH:9]2[C:11]([O:13][CH3:14])=[O:12])=[CH:6][CH:7]=1)[C:22]#[CH:21]. The yield is 0.790. (2) The reactants are [CH2:1]([C:5]1[N:6]=[C:7]([CH3:27])[NH:8][C:9](=[O:26])[C:10]=1[CH2:11][C:12]1[CH:17]=[CH:16][C:15]([C:18]2[C:19]([C:24]#[N:25])=[CH:20][CH:21]=[CH:22][CH:23]=2)=[CH:14][CH:13]=1)[CH2:2][CH2:3][CH3:4].[H-].[Na+].CN(C)C=O.Br[CH2:36][C:37]1[CH:42]=[CH:41][CH:40]=[CH:39][C:38]=1[Cl:43]. The catalyst is C(OCC)(=O)C. The product is [CH2:1]([C:5]1[N:6]=[C:7]([CH3:27])[N:8]([CH2:36][C:37]2[CH:42]=[CH:41][CH:40]=[CH:39][C:38]=2[Cl:43])[C:9](=[O:26])[C:10]=1[CH2:11][C:12]1[CH:17]=[CH:16][C:15]([C:18]2[C:19]([C:24]#[N:25])=[CH:20][CH:21]=[CH:22][CH:23]=2)=[CH:14][CH:13]=1)[CH2:2][CH2:3][CH3:4]. The yield is 0.450.